Regression/Classification. Given a drug SMILES string, predict its toxicity properties. Task type varies by dataset: regression for continuous values (e.g., LD50, hERG inhibition percentage) or binary classification for toxic/non-toxic outcomes (e.g., AMES mutagenicity, cardiotoxicity, hepatotoxicity). Dataset: herg_karim. From a dataset of hERG potassium channel inhibition data for cardiac toxicity prediction from Karim et al.. (1) The drug is CNCc1cc(F)ccc1Oc1ccc(Cl)c(F)c1. The result is 1 (blocker). (2) The molecule is Cc1cc(C(N)=O)c(-c2cccc(OC(=O)NCCCCCCc3ccccc3)c2)o1. The result is 0 (non-blocker).